Dataset: Full USPTO retrosynthesis dataset with 1.9M reactions from patents (1976-2016). Task: Predict the reactants needed to synthesize the given product. (1) Given the product [Cl:25][C:20]1[N:21]=[C:22]([CH3:24])[NH:23][C:19]=1[C:17]([NH:16][CH2:15][C:12]1[CH:13]=[CH:14][C:9]([CH:1]=[CH2:2])=[C:10]([O:27][C:28]2[CH:33]=[C:32]([C:34]#[N:35])[CH:31]=[C:30]([Cl:36])[CH:29]=2)[C:11]=1[F:26])=[O:18], predict the reactants needed to synthesize it. The reactants are: [CH3:1][CH2:2]N(CC)CC.Br[C:9]1[CH:14]=[CH:13][C:12]([CH2:15][NH:16][C:17]([C:19]2[NH:23][C:22]([CH3:24])=[N:21][C:20]=2[Cl:25])=[O:18])=[C:11]([F:26])[C:10]=1[O:27][C:28]1[CH:33]=[C:32]([C:34]#[N:35])[CH:31]=[C:30]([Cl:36])[CH:29]=1.C([B-](F)(F)F)=C.[K+]. (2) Given the product [F:10][C:11]1[CH:16]=[C:15]([C:2]2[CH:3]=[CH:4][C:5]([CH2:8][NH2:9])=[CH:6][N:7]=2)[CH:14]=[CH:13][N:12]=1, predict the reactants needed to synthesize it. The reactants are: Cl[C:2]1[N:7]=[CH:6][C:5]([CH2:8][NH2:9])=[CH:4][CH:3]=1.[F:10][C:11]1[CH:16]=[C:15](B(O)O)[CH:14]=[CH:13][N:12]=1.COC1C=CC=C(OC)C=1C1C=CC=CC=1P(C1CCCCC1)C1CCCCC1.P([O-])([O-])([O-])=O.[K+].[K+].[K+]. (3) Given the product [S:6]1[CH2:2][CH2:3][N:4]=[C:5]1[NH:19][CH:15]([C:9]1[CH:10]=[CH:11][CH:12]=[C:13]([CH3:14])[C:8]=1[CH3:7])[CH2:16][C:17]#[CH:18], predict the reactants needed to synthesize it. The reactants are: Cl[CH2:2][CH2:3][N:4]=[C:5]=[S:6].[CH3:7][C:8]1[C:13]([CH3:14])=[CH:12][CH:11]=[CH:10][C:9]=1[CH:15]([NH2:19])[CH2:16][C:17]#[CH:18].[OH-].[Na+]. (4) Given the product [CH3:14][O:13][C:12]1[C:3]([CH2:2][N:18]2[CH:19]=[CH:20][CH:21]=[C:22]([C:23]([O:25][CH2:26][CH3:27])=[O:24])[C:17]2=[O:16])=[CH:4][C:5]2[C:10]([CH:11]=1)=[CH:9][CH:8]=[CH:7][CH:6]=2, predict the reactants needed to synthesize it. The reactants are: Br[CH2:2][C:3]1[C:12]([O:13][CH3:14])=[CH:11][C:10]2[C:5](=[CH:6][CH:7]=[CH:8][CH:9]=2)[CH:4]=1.Cl.[O:16]=[C:17]1[C:22]([C:23]([O:25][CH2:26][CH3:27])=[O:24])=[CH:21][CH:20]=[CH:19][NH:18]1.[H-].[Na+]. (5) Given the product [CH3:14][CH:15]([CH3:31])[C:16]([NH:18][C:19]1[CH:24]=[CH:23][CH:22]=[C:21]([CH:25]2[CH2:30][CH2:29][N:28]([CH2:12][C:10]3[N:11]=[C:7]([C:1]4[CH:2]=[CH:3][CH:4]=[CH:5][CH:6]=4)[NH:8][CH:9]=3)[CH2:27][CH2:26]2)[CH:20]=1)=[O:17], predict the reactants needed to synthesize it. The reactants are: [C:1]1([C:7]2[NH:8][CH:9]=[C:10]([CH:12]=O)[N:11]=2)[CH:6]=[CH:5][CH:4]=[CH:3][CH:2]=1.[CH3:14][CH:15]([CH3:31])[C:16]([NH:18][C:19]1[CH:24]=[CH:23][CH:22]=[C:21]([CH:25]2[CH2:30][CH2:29][NH:28][CH2:27][CH2:26]2)[CH:20]=1)=[O:17].